This data is from CYP2C19 inhibition data for predicting drug metabolism from PubChem BioAssay. The task is: Regression/Classification. Given a drug SMILES string, predict its absorption, distribution, metabolism, or excretion properties. Task type varies by dataset: regression for continuous measurements (e.g., permeability, clearance, half-life) or binary classification for categorical outcomes (e.g., BBB penetration, CYP inhibition). Dataset: cyp2c19_veith. (1) The drug is COc1ccc(/C=N/N=C/c2ccc(OC)c(O)c2)cc1O. The result is 0 (non-inhibitor). (2) The compound is Cc1c(Cl)cccc1NC(=O)CN1CCC(C(O)(c2ccccc2)c2ccccc2)CC1. The result is 1 (inhibitor). (3) The compound is COCCn1c(=O)c(-c2cc(F)cc(F)c2)nc2cnc(N(C)C)nc21. The result is 0 (non-inhibitor). (4) The drug is CCN1C(=O)CC(N2CCN(CC(=O)NC(C)C)CC2)C1=O. The result is 0 (non-inhibitor). (5) The molecule is Cn1ncc2c(NCCc3ccccc3)nc(Cl)nc21. The result is 1 (inhibitor). (6) The molecule is CCNc1ncc2nc(C)c(=O)n(C)c2n1. The result is 0 (non-inhibitor).